This data is from Peptide-MHC class II binding affinity with 134,281 pairs from IEDB. The task is: Regression. Given a peptide amino acid sequence and an MHC pseudo amino acid sequence, predict their binding affinity value. This is MHC class II binding data. (1) The peptide sequence is FAGAWCVPKVTFTVE. The MHC is HLA-DQA10501-DQB10301 with pseudo-sequence HLA-DQA10501-DQB10301. The binding affinity (normalized) is 0.782. (2) The peptide sequence is TTPFGQQRVFKEKVD. The MHC is HLA-DQA10103-DQB10603 with pseudo-sequence HLA-DQA10103-DQB10603. The binding affinity (normalized) is 0. (3) The peptide sequence is IGRFYIQMCTELKLSDYEG. The MHC is DRB5_0101 with pseudo-sequence DRB5_0101. The binding affinity (normalized) is 0.692. (4) The peptide sequence is VPPADKYKTFEAAFT. The MHC is DRB1_1501 with pseudo-sequence DRB1_1501. The binding affinity (normalized) is 0.400. (5) The peptide sequence is GELQIPDKIDAAFKI. The MHC is DRB1_0404 with pseudo-sequence DRB1_0404. The binding affinity (normalized) is 0.325.